From a dataset of Reaction yield outcomes from USPTO patents with 853,638 reactions. Predict the reaction yield, written as a fraction of the theoretical maximum amount of product (1.0 means a 100% yield; for example, 0.34 means a 34% yield). (1) The reactants are [Br:1][C:2]1[C:3]([F:12])=[C:4]2[C:10]([NH2:11])=[CH:9][NH:8][C:5]2=[N:6][CH:7]=1.[C:18]([O:16][CH2:17][C:18]([OH:16])=[O:19])(=[O:19])[CH3:17].C1N(P(Cl)(N2C(=O)OCC2)=O)C(=O)OC1.C(N(CC)CC)C.[Li+].[OH-]. The catalyst is C(Cl)Cl.CC#N.O.O. The product is [Br:1][C:2]1[C:3]([F:12])=[C:4]2[C:10]([NH:11][C:17](=[O:16])[CH2:18][OH:19])=[CH:9][NH:8][C:5]2=[N:6][CH:7]=1. The yield is 0.530. (2) The reactants are [N:1]1[CH:6]=[CH:5][CH:4]=[N:3][C:2]=1[N:7]1[C:11]([NH2:12])=[CH:10][C:9]([C:13]([F:16])([F:15])[F:14])=[N:8]1.[Br:17]Br.O. The catalyst is C(O)(=O)C. The product is [Br:17][C:10]1[C:9]([C:13]([F:16])([F:14])[F:15])=[N:8][N:7]([C:2]2[N:1]=[CH:6][CH:5]=[CH:4][N:3]=2)[C:11]=1[NH2:12]. The yield is 0.830. (3) The reactants are Cl.[Cl:2][C:3]1[CH:11]=[C:10]([NH:12][C:13]2[C:22]3[C:17](=[CH:18][CH:19]=[CH:20][C:21]=3[O:23][CH:24]3[CH2:29][CH2:28][N:27]([CH3:30])[CH2:26][CH2:25]3)[N:16]=[CH:15][N:14]=2)[CH:9]=[CH:8][C:4]=1[C:5]([OH:7])=O.[CH3:31][CH:32]1[CH2:37][CH2:36][NH:35][CH2:34][CH2:33]1. No catalyst specified. The product is [Cl:2][C:3]1[CH:11]=[C:10]([CH:9]=[CH:8][C:4]=1[C:5]([N:35]1[CH2:36][CH2:37][CH:32]([CH3:31])[CH2:33][CH2:34]1)=[O:7])[NH:12][C:13]1[C:22]2[C:17](=[CH:18][CH:19]=[CH:20][C:21]=2[O:23][CH:24]2[CH2:25][CH2:26][N:27]([CH3:30])[CH2:28][CH2:29]2)[N:16]=[CH:15][N:14]=1. The yield is 0.710.